This data is from Catalyst prediction with 721,799 reactions and 888 catalyst types from USPTO. The task is: Predict which catalyst facilitates the given reaction. (1) Reactant: [Li+].[OH-].C([O:5][C:6](=[O:44])[CH2:7][CH2:8][NH:9][C:10](=[O:43])[C:11]1[CH:16]=[CH:15][C:14]([CH:17]([NH:28][C:29]([NH:31][C:32]2[CH:37]=[CH:36][C:35]([O:38][C:39]([F:42])([F:41])[F:40])=[CH:34][CH:33]=2)=[O:30])[CH:18]2[CH2:27][CH2:26][C:21]3([O:25][CH2:24][CH2:23][O:22]3)[CH2:20][CH2:19]2)=[CH:13][CH:12]=1)C.CCO.[Li]. Product: [O:22]1[C:21]2([CH2:26][CH2:27][CH:18]([CH:17]([NH:28][C:29]([NH:31][C:32]3[CH:33]=[CH:34][C:35]([O:38][C:39]([F:41])([F:40])[F:42])=[CH:36][CH:37]=3)=[O:30])[C:14]3[CH:15]=[CH:16][C:11]([C:10]([NH:9][CH2:8][CH2:7][C:6]([OH:44])=[O:5])=[O:43])=[CH:12][CH:13]=3)[CH2:19][CH2:20]2)[O:25][CH2:24][CH2:23]1. The catalyst class is: 6. (2) Reactant: [NH2:1][C:2]1[N:6]=[CH:5][NH:4][N:3]=1.[F:7][C:8]1[CH:13]=[CH:12][CH:11]=[C:10]([F:14])[C:9]=1[CH:15]([C:19]([O-])=[O:20])[C:16]([O-])=[O:17]. Product: [OH:17][C:16]1[C:15]([C:9]2[C:10]([F:14])=[CH:11][CH:12]=[CH:13][C:8]=2[F:7])=[C:19]([OH:20])[N:3]2[N:4]=[CH:5][N:6]=[C:2]2[N:1]=1. The catalyst class is: 74. (3) Reactant: C(NC(C)C)(C)C.C([Li])CCC.[Br:13][C:14]1[CH:19]=[C:18]([Si:20]([CH2:25][CH3:26])([CH2:23][CH3:24])[CH2:21][CH3:22])[C:17]([F:27])=[CH:16][N:15]=1.CN(C)[C:30](=[O:32])[CH3:31].Cl.[Cl-].[Na+]. Product: [Br:13][C:14]1[N:15]=[C:16]([C:30](=[O:32])[CH3:31])[C:17]([F:27])=[C:18]([Si:20]([CH2:25][CH3:26])([CH2:23][CH3:24])[CH2:21][CH3:22])[CH:19]=1. The catalyst class is: 7. (4) Reactant: [NH2:1][C:2]1[S:3][C:4]2[C:10](=[O:11])[CH2:9][C:8]([CH3:13])([CH3:12])[CH2:7][C:5]=2[N:6]=1.C1N=[CH:17][N:16]([C:19](N2C=NC=C2)=[O:20])[CH:15]=1.C1CCN2C(=NCCC2)CC1.CNC. Product: [CH3:12][C:8]1([CH3:13])[CH2:7][C:5]2[N:6]=[C:2]([NH:1][C:19](=[O:20])[N:16]([CH3:17])[CH3:15])[S:3][C:4]=2[C:10](=[O:11])[CH2:9]1. The catalyst class is: 10. (5) Reactant: Cl.[CH2:2]([O:4][C:5]([CH:7]1[CH2:11][CH:10]([OH:12])[CH2:9][NH:8]1)=[O:6])[CH3:3].CCN(CC)CC.[CH3:20][C:21]1[CH2:26][CH2:25][CH2:24][C:23]([CH3:28])([CH3:27])[C:22]=1/[CH:29]=[CH:30]/[C:31](/[CH3:41])=[CH:32]/[CH:33]=[CH:34]/[C:35](/[CH3:40])=[CH:36]/[C:37](Cl)=[O:38].O. Product: [CH2:2]([O:4][C:5]([CH:7]1[CH2:11][CH:10]([OH:12])[CH2:9][N:8]1[C:37](=[O:38])[CH:36]=[C:35]([CH3:40])[CH:34]=[CH:33][CH:32]=[C:31]([CH3:41])[CH:30]=[CH:29][C:22]1[C:23]([CH3:27])([CH3:28])[CH2:24][CH2:25][CH2:26][C:21]=1[CH3:20])=[O:6])[CH3:3]. The catalyst class is: 11. (6) Reactant: [CH2:1]([N:8]1[C:12]([C:13]([F:16])([F:15])[F:14])=[CH:11][C:10]([C:17]2[CH:22]=[CH:21][C:20]([Cl:23])=[CH:19][CH:18]=2)=[C:9]1[C:24]([N:26]([CH2:28][C:29]([C:32]#[N:33])([CH3:31])[CH3:30])[CH3:27])=[O:25])[C:2]1[CH:7]=[CH:6][CH:5]=[CH:4][CH:3]=1.[BH4-].[Na+]. Product: [NH2:33][CH2:32][C:29]([CH3:31])([CH3:30])[CH2:28][N:26]([CH3:27])[C:24]([C:9]1[N:8]([CH2:1][C:2]2[CH:3]=[CH:4][CH:5]=[CH:6][CH:7]=2)[C:12]([C:13]([F:16])([F:15])[F:14])=[CH:11][C:10]=1[C:17]1[CH:18]=[CH:19][C:20]([Cl:23])=[CH:21][CH:22]=1)=[O:25]. The catalyst class is: 5. (7) Product: [CH3:20][O:21][N:22]=[CH:23][C@@H:24]([F:45])[C@H:25]([O:37][CH2:38][C:39]1[CH:44]=[CH:43][CH:42]=[CH:41][CH:40]=1)[C@H:26]([O:36][C:3]1[CH:4]=[C:5]([Cl:9])[C:6]([Cl:8])=[CH:7][C:2]=1[Cl:1])[CH2:27][O:28][CH2:29][C:30]1[CH:31]=[CH:32][CH:33]=[CH:34][CH:35]=1. Reactant: [Cl:1][C:2]1[CH:7]=[C:6]([Cl:8])[C:5]([Cl:9])=[CH:4][C:3]=1S(Cl)(=O)=O.CN1C=CN=C1.[CH3:20][O:21][N:22]=[CH:23][C@@H:24]([F:45])[C@H:25]([O:37][CH2:38][C:39]1[CH:44]=[CH:43][CH:42]=[CH:41][CH:40]=1)[C@H:26]([OH:36])[CH2:27][O:28][CH2:29][C:30]1[CH:35]=[CH:34][CH:33]=[CH:32][CH:31]=1.C(=O)([O-])O.[Na+]. The catalyst class is: 115. (8) Reactant: [Cl:1][C:2]1[CH:7]=[CH:6][C:5]([NH:8][C:9]2[S:10][CH:11]=[CH:12][N:13]=2)=[CH:4][C:3]=1[OH:14].[C:15]([O-])([O-])=O.[Cs+].[Cs+].[O:21]1[CH:25]=[CH:24][CH:23]=[C:22]1CBr.CCOCC. Product: [Cl:1][C:2]1[CH:7]=[CH:6][C:5]([NH:8][C:9]2[S:10][CH:11]=[CH:12][N:13]=2)=[CH:4][C:3]=1[O:14][CH2:15][C:23]1[CH:24]=[CH:25][O:21][CH:22]=1. The catalyst class is: 21. (9) Reactant: [NH2:1][C:2]1[C:7]([CH:8]=O)=[CH:6][CH:5]=[CH:4][N:3]=1.[CH3:10][NH:11][CH3:12].N1C=CC=CC=1.B.C(=O)(O)[O-].[Na+]. Product: [CH3:10][N:11]([CH2:8][C:7]1[C:2]([NH2:1])=[N:3][CH:4]=[CH:5][CH:6]=1)[CH3:12]. The catalyst class is: 411. (10) Reactant: S(Cl)([Cl:3])=O.O[CH2:6][CH2:7][N:8]1[CH2:13][CH2:12][N:11]([C:14]2[CH:19]=[CH:18][CH:17]=[CH:16][C:15]=2[F:20])[CH2:10][CH2:9]1.N1C=CC=CC=1. Product: [Cl:3][CH2:6][CH2:7][N:8]1[CH2:13][CH2:12][N:11]([C:14]2[CH:19]=[CH:18][CH:17]=[CH:16][C:15]=2[F:20])[CH2:10][CH2:9]1. The catalyst class is: 48.